Predict the reactants needed to synthesize the given product. From a dataset of Full USPTO retrosynthesis dataset with 1.9M reactions from patents (1976-2016). (1) Given the product [F:1][C:2]1[CH:10]=[CH:9][C:5]([C:6]([NH:41][CH3:40])=[O:7])=[CH:4][C:3]=1[C:11]1[C:19]2[C:14](=[CH:15][CH:16]=[C:17]([C:20]3[O:21][C:22]([NH:25][CH:26]([CH3:27])[CH3:28])=[N:23][N:24]=3)[CH:18]=2)[N:13]([S:29]([C:32]2[CH:38]=[CH:37][C:35]([CH3:36])=[CH:34][CH:33]=2)(=[O:31])=[O:30])[CH:12]=1, predict the reactants needed to synthesize it. The reactants are: [F:1][C:2]1[CH:10]=[CH:9][C:5]([C:6](O)=[O:7])=[CH:4][C:3]=1[C:11]1[C:19]2[C:14](=[CH:15][CH:16]=[C:17]([C:20]3[O:21][C:22]([NH:25][CH:26]([CH3:28])[CH3:27])=[N:23][N:24]=3)[CH:18]=2)[N:13]([S:29]([C:32]2[CH:38]=[CH:37][C:35]([CH3:36])=[CH:34][CH:33]=2)(=[O:31])=[O:30])[CH:12]=1.Cl.[CH3:40][NH2:41].O=P(Cl)(Cl)Cl. (2) Given the product [Cl:1][C:2]1[CH:11]=[CH:10][C:5]([C:6]2[NH:28][C:19]([NH:20][C:21]3[CH:26]=[CH:25][C:24]([OH:27])=[CH:23][CH:22]=3)=[N:9][N:8]=2)=[CH:4][C:3]=1[C:12]([F:15])([F:14])[F:13], predict the reactants needed to synthesize it. The reactants are: [Cl:1][C:2]1[CH:11]=[CH:10][C:5]([C:6]([NH:8][NH2:9])=O)=[CH:4][C:3]=1[C:12]([F:15])([F:14])[F:13].I.CS[C:19](=[NH:28])[NH:20][C:21]1[CH:26]=[CH:25][C:24]([OH:27])=[CH:23][CH:22]=1. (3) The reactants are: [CH3:1][O:2][C:3]1[CH:4]=[C:5]([C:9]2[CH:17]=[CH:16][CH:15]=[C:14]3[C:10]=2[CH2:11][C:12](=[O:18])[NH:13]3)[CH:6]=[CH:7][CH:8]=1.[CH2:19]([N:21]([CH2:35][CH3:36])[CH2:22][CH2:23][NH:24][C:25]([C:27]1[NH:28][C:29]([CH:33]=O)=[C:30]([CH3:32])[CH:31]=1)=[O:26])[CH3:20]. Given the product [CH2:35]([N:21]([CH2:19][CH3:20])[CH2:22][CH2:23][NH:24][C:25]([C:27]1[NH:28][C:29]([CH:33]=[C:11]2[C:10]3[C:14](=[CH:15][CH:16]=[CH:17][C:9]=3[C:5]3[CH:6]=[CH:7][CH:8]=[C:3]([O:2][CH3:1])[CH:4]=3)[NH:13][C:12]2=[O:18])=[C:30]([CH3:32])[CH:31]=1)=[O:26])[CH3:36], predict the reactants needed to synthesize it. (4) Given the product [F:1][C:2]1[C:7]([O:8][CH3:9])=[CH:6][C:5]([O:10][CH3:11])=[C:4]([F:12])[C:3]=1[N:13]1[CH2:18][C:17]2[CH:19]=[N:20][C:21]3[N:25]([S:26]([C:29]4[CH:30]=[CH:31][CH:32]=[CH:33][CH:34]=4)(=[O:27])=[O:28])[C:24]([CH2:35][N:39]4[CH2:44][CH2:43][O:42][CH2:41][CH2:40]4)=[CH:23][C:22]=3[C:16]=2[N:15]([CH3:37])[C:14]1=[O:38], predict the reactants needed to synthesize it. The reactants are: [F:1][C:2]1[C:7]([O:8][CH3:9])=[CH:6][C:5]([O:10][CH3:11])=[C:4]([F:12])[C:3]=1[N:13]1[CH2:18][C:17]2[CH:19]=[N:20][C:21]3[N:25]([S:26]([C:29]4[CH:34]=[CH:33][CH:32]=[CH:31][CH:30]=4)(=[O:28])=[O:27])[C:24]([CH:35]=O)=[CH:23][C:22]=3[C:16]=2[N:15]([CH3:37])[C:14]1=[O:38].[NH:39]1[CH2:44][CH2:43][O:42][CH2:41][CH2:40]1.C(O)(=O)C.C(O[BH-](OC(=O)C)OC(=O)C)(=O)C.[Na+]. (5) Given the product [CH3:24][Si:23]([CH3:26])([CH3:25])[C:22]#[C:21][CH2:20][P:11](=[O:18])([O:15][CH2:16][CH3:17])[O:12][CH2:13][CH3:14], predict the reactants needed to synthesize it. The reactants are: [Li+].C[Si]([N-][Si](C)(C)C)(C)C.[P:11]([O-:18])([O:15][CH2:16][CH3:17])[O:12][CH2:13][CH3:14].Br[CH2:20][C:21]#[C:22][Si:23]([CH3:26])([CH3:25])[CH3:24]. (6) Given the product [C:1]([O:5][C:6](=[O:38])[CH2:7][O:8][C:9]1[C:14]2[CH2:15][CH2:16][CH2:17][CH2:18][CH:19]([N:20]([S:21]([C:24]3[CH:25]=[C:26]([S:34]([CH3:37])(=[O:36])=[O:35])[CH:27]=[C:28]([S:30]([CH3:33])(=[O:32])=[O:31])[CH:29]=3)(=[O:22])=[O:23])[CH3:41])[C:13]=2[CH:12]=[CH:11][CH:10]=1)([CH3:4])([CH3:3])[CH3:2], predict the reactants needed to synthesize it. The reactants are: [C:1]([O:5][C:6](=[O:38])[CH2:7][O:8][C:9]1[C:14]2[CH2:15][CH2:16][CH2:17][CH2:18][CH:19]([NH:20][S:21]([C:24]3[CH:29]=[C:28]([S:30]([CH3:33])(=[O:32])=[O:31])[CH:27]=[C:26]([S:34]([CH3:37])(=[O:36])=[O:35])[CH:25]=3)(=[O:23])=[O:22])[C:13]=2[CH:12]=[CH:11][CH:10]=1)([CH3:4])([CH3:3])[CH3:2].CI.[C:41]([O-])([O-])=O.[K+].[K+]. (7) Given the product [CH2:41]([C:40]([OH:45])([CH2:43][CH3:44])[C@H:33]([NH:32][C:2]1[C:11]2[C:6](=[CH:7][CH:8]=[CH:9][CH:10]=2)[C:5]([C:12]2[C:21]3[C:16](=[CH:17][CH:18]=[C:19]([O:22][CH3:23])[CH:20]=3)[CH:15]=[CH:14][C:13]=2[O:24][S:25]([C:28]([F:31])([F:30])[F:29])(=[O:27])=[O:26])=[N:4][N:3]=1)[C:34]1[CH:39]=[CH:38][CH:37]=[CH:36][CH:35]=1)[CH3:42], predict the reactants needed to synthesize it. The reactants are: Cl[C:2]1[C:11]2[C:6](=[CH:7][CH:8]=[CH:9][CH:10]=2)[C:5]([C:12]2[C:21]3[C:16](=[CH:17][CH:18]=[C:19]([O:22][CH3:23])[CH:20]=3)[CH:15]=[CH:14][C:13]=2[O:24][S:25]([C:28]([F:31])([F:30])[F:29])(=[O:27])=[O:26])=[N:4][N:3]=1.[NH2:32][C@@H:33]([C:40]([OH:45])([CH2:43][CH3:44])[CH2:41][CH3:42])[C:34]1[CH:39]=[CH:38][CH:37]=[CH:36][CH:35]=1. (8) The reactants are: [CH3:1][C:2]1[CH:11]=[CH:10][C:9]2[C:4](=[CH:5][CH:6]=[C:7]([CH:12]=[O:13])[CH:8]=2)[N:3]=1.[BH4-].[Na+]. Given the product [CH3:1][C:2]1[CH:11]=[CH:10][C:9]2[C:4](=[CH:5][CH:6]=[C:7]([CH2:12][OH:13])[CH:8]=2)[N:3]=1, predict the reactants needed to synthesize it. (9) The reactants are: C([O:3][C:4]([C:6]1[C:7]([C:12]2[CH:17]=[CH:16][CH:15]=[C:14]([F:18])[CH:13]=2)=[N:8][O:9][C:10]=1[CH3:11])=O)C.[H-].[Al+3].[Li+].[H-].[H-].[H-].O.[OH-].[Na+]. Given the product [F:18][C:14]1[CH:13]=[C:12]([C:7]2[C:6]([CH2:4][OH:3])=[C:10]([CH3:11])[O:9][N:8]=2)[CH:17]=[CH:16][CH:15]=1, predict the reactants needed to synthesize it.